This data is from CYP1A2 inhibition data for predicting drug metabolism from PubChem BioAssay. The task is: Regression/Classification. Given a drug SMILES string, predict its absorption, distribution, metabolism, or excretion properties. Task type varies by dataset: regression for continuous measurements (e.g., permeability, clearance, half-life) or binary classification for categorical outcomes (e.g., BBB penetration, CYP inhibition). Dataset: cyp1a2_veith. The molecule is CN1CCc2cccc(Cl)c2CC1. The result is 0 (non-inhibitor).